This data is from Forward reaction prediction with 1.9M reactions from USPTO patents (1976-2016). The task is: Predict the product of the given reaction. (1) Given the reactants Cl[C:2]1[CH:3]=[C:4]2[C:9](=[C:10]([NH2:12])[N:11]=1)[CH:8]=[N:7][C:6]1[CH:13]=[C:14]([O:19][CH2:20][CH2:21][O:22][CH3:23])[C:15]([O:17][CH3:18])=[CH:16][C:5]2=1.[Na].[OH2:25].[CH3:26]O, predict the reaction product. The product is: [CH3:26][O:25][C:2]1[CH:3]=[C:4]2[C:9](=[C:10]([NH2:12])[N:11]=1)[CH:8]=[N:7][C:6]1[CH:13]=[C:14]([O:19][CH2:20][CH2:21][O:22][CH3:23])[C:15]([O:17][CH3:18])=[CH:16][C:5]2=1. (2) Given the reactants [CH:1]([NH:4][C:5]([C:7]1[C:16](=[O:17])[C:15]2[C:10](=[N:11][CH:12]=[CH:13][CH:14]=2)[N:9]([C:18]2[CH:23]=[CH:22][CH:21]=[C:20](Br)[CH:19]=2)[CH:8]=1)=[O:6])([CH3:3])[CH3:2].[N:25]1[CH:30]=[CH:29][C:28](B(O)O)=[CH:27][CH:26]=1.C(C1C=C(B(O)O)C=CC=1)(=O)C, predict the reaction product. The product is: [CH:1]1([NH:4][C:5]([C:7]2[C:16](=[O:17])[C:15]3[C:10](=[N:11][CH:12]=[CH:13][CH:14]=3)[N:9]([C:18]3[CH:23]=[CH:22][CH:21]=[C:20]([C:28]4[CH:29]=[CH:30][N:25]=[CH:26][CH:27]=4)[CH:19]=3)[CH:8]=2)=[O:6])[CH2:3][CH2:2]1. (3) Given the reactants [CH:1]1([C:4]2[CH:25]=[C:24]([C:26](=[O:32])[NH:27][S:28]([CH3:31])(=[O:30])=[O:29])[C:23]([F:33])=[CH:22][C:5]=2[O:6][CH2:7][C:8]2([CH3:21])[CH2:13][CH2:12][N:11](C(OC(C)(C)C)=O)[CH2:10][CH2:9]2)[CH2:3][CH2:2]1.[Cl:34][C:35]1[CH:36]=[C:37]([CH:40]=[CH:41][C:42]=1[Cl:43])[CH:38]=O, predict the reaction product. The product is: [CH:1]1([C:4]2[C:5]([O:6][CH2:7][C:8]3([CH3:21])[CH2:13][CH2:12][N:11]([CH2:38][C:37]4[CH:40]=[CH:41][C:42]([Cl:43])=[C:35]([Cl:34])[CH:36]=4)[CH2:10][CH2:9]3)=[CH:22][C:23]([F:33])=[C:24]([CH:25]=2)[C:26]([NH:27][S:28]([CH3:31])(=[O:30])=[O:29])=[O:32])[CH2:3][CH2:2]1.